From a dataset of Peptide-MHC class I binding affinity with 185,985 pairs from IEDB/IMGT. Regression. Given a peptide amino acid sequence and an MHC pseudo amino acid sequence, predict their binding affinity value. This is MHC class I binding data. (1) The peptide sequence is FQPQNVQFI. The MHC is H-2-Db with pseudo-sequence H-2-Db. The binding affinity (normalized) is 0.678. (2) The peptide sequence is WQSVGHMMV. The MHC is HLA-A02:01 with pseudo-sequence HLA-A02:01. The binding affinity (normalized) is 0.232. (3) The peptide sequence is AEFKYIAAV. The MHC is HLA-B45:01 with pseudo-sequence HLA-B45:01. The binding affinity (normalized) is 0.735. (4) The peptide sequence is SVKGRFTISR. The MHC is HLA-B27:05 with pseudo-sequence HLA-B27:05. The binding affinity (normalized) is 0.139. (5) The peptide sequence is ESEVDDPAM. The MHC is HLA-B35:01 with pseudo-sequence HLA-B35:01. The binding affinity (normalized) is 0.323. (6) The MHC is HLA-A02:03 with pseudo-sequence HLA-A02:03. The binding affinity (normalized) is 0.114. The peptide sequence is FPRIWLHGL.